Dataset: Reaction yield outcomes from USPTO patents with 853,638 reactions. Task: Predict the reaction yield, written as a fraction of the theoretical maximum amount of product (1.0 means a 100% yield; for example, 0.34 means a 34% yield). The reactants are [CH3:1][C:2]1[CH:7]=[C:6](B2OC(C)(C)C(C)(C)O2)[CH:5]=[C:4]([NH2:17])[C:3]=1[NH2:18].Br[C:20]1[N:25]=[C:24]2[N:26]([CH2:31][CH:32]3[CH2:37][CH2:36][O:35][CH2:34][CH2:33]3)[C:27](=[O:30])[CH2:28][NH:29][C:23]2=[N:22][CH:21]=1.ClCCl.C(=O)([O-])[O-].[Na+].[Na+]. The catalyst is C1C=CC(P(C2C=CC=CC=2)[C-]2C=CC=C2)=CC=1.C1C=CC(P(C2C=CC=CC=2)[C-]2C=CC=C2)=CC=1.Cl[Pd]Cl.[Fe+2].C(O)(C)C.O1CCOCC1. The product is [NH2:17][C:4]1[CH:5]=[C:6]([C:20]2[N:25]=[C:24]3[N:26]([CH2:31][CH:32]4[CH2:37][CH2:36][O:35][CH2:34][CH2:33]4)[C:27](=[O:30])[CH2:28][NH:29][C:23]3=[N:22][CH:21]=2)[CH:7]=[C:2]([CH3:1])[C:3]=1[NH2:18]. The yield is 0.990.